Dataset: Full USPTO retrosynthesis dataset with 1.9M reactions from patents (1976-2016). Task: Predict the reactants needed to synthesize the given product. (1) The reactants are: [NH2:1][C:2]1[CH:7]=[CH:6][C:5]([CH2:8][C@H:9]([NH:13][C:14]([O:16][C:17]([CH3:20])([CH3:19])[CH3:18])=[O:15])[C:10]([OH:12])=O)=[CH:4][CH:3]=1.Cl.[NH2:22][CH2:23][CH:24]1[CH2:29][CH2:28][CH:27]([C:30]([O:32][CH3:33])=[O:31])[CH2:26][CH2:25]1.Cl.CN(C)CCCN=C=NCC.O.ON1C2C=CC=CC=2N=N1.C(N(CC)CC)C. Given the product [NH2:1][C:2]1[CH:3]=[CH:4][C:5]([CH2:8][C@H:9]([NH:13][C:14]([O:16][C:17]([CH3:20])([CH3:19])[CH3:18])=[O:15])[C:10]([NH:22][CH2:23][CH:24]2[CH2:25][CH2:26][CH:27]([C:30]([O:32][CH3:33])=[O:31])[CH2:28][CH2:29]2)=[O:12])=[CH:6][CH:7]=1, predict the reactants needed to synthesize it. (2) Given the product [F:24][C:25]1[C:26]([C:2]2[N:3]=[N:4][CH:5]=[C:6]([C:8]3[CH:13]=[CH:12][C:11]([F:14])=[C:10]([C:15]4[C:20]([F:21])=[CH:19][CH:18]=[CH:17][N:16]=4)[CH:9]=3)[CH:7]=2)=[N:27][CH:28]=[C:29]([F:31])[CH:30]=1, predict the reactants needed to synthesize it. The reactants are: Cl[C:2]1[N:3]=[N:4][CH:5]=[C:6]([C:8]2[CH:13]=[CH:12][C:11]([F:14])=[C:10]([C:15]3[C:20]([F:21])=[CH:19][CH:18]=[CH:17][N:16]=3)[CH:9]=2)[CH:7]=1.[Cl-].[Li+].[F:24][C:25]1[C:26]([Sn](C)(C)C)=[N:27][CH:28]=[C:29]([F:31])[CH:30]=1. (3) Given the product [Br:1][C:2]1[N:10]=[CH:9][CH:8]=[CH:7][C:3]=1[C:4]([O:6][CH3:11])=[O:5], predict the reactants needed to synthesize it. The reactants are: [Br:1][C:2]1[N:10]=[CH:9][CH:8]=[CH:7][C:3]=1[C:4]([OH:6])=[O:5].[CH3:11]C(O)=O. (4) Given the product [F:15][C:12]([F:13])([F:14])[C:11]([C:7]1[CH:8]=[C:9]2[C:4](=[CH:5][CH:6]=1)[N:3]([CH2:28][CH2:29][C:30]1[CH:35]=[CH:34][CH:33]=[CH:32][CH:31]=1)[C:2]([CH3:1])=[CH:10]2)([OH:20])[C:16]([F:19])([F:18])[F:17], predict the reactants needed to synthesize it. The reactants are: [CH3:1][CH:2]1[CH2:10][C:9]2[C:4](=[CH:5][CH:6]=[C:7]([C:11]([O:20][Si](CC)(CC)CC)([C:16]([F:19])([F:18])[F:17])[C:12]([F:15])([F:14])[F:13])[CH:8]=2)[N:3]1[CH2:28][CH2:29][C:30]1[CH:35]=[CH:34][CH:33]=[CH:32][CH:31]=1. (5) The reactants are: Br[C:2]1[CH:3]=[CH:4][C:5]([O:8][CH:9]2[CH2:14][CH2:13][N:12]([CH3:15])[CH2:11][CH2:10]2)=[N:6][CH:7]=1.[Li]CCCC.C(O[B:25]1[O:29][C:28]([CH3:31])([CH3:30])[C:27]([CH3:33])([CH3:32])[O:26]1)(C)C.[NH4+].[Cl-]. Given the product [CH3:15][N:12]1[CH2:13][CH2:14][CH:9]([O:8][C:5]2[CH:4]=[CH:3][C:2]([B:25]3[O:29][C:28]([CH3:31])([CH3:30])[C:27]([CH3:33])([CH3:32])[O:26]3)=[CH:7][N:6]=2)[CH2:10][CH2:11]1, predict the reactants needed to synthesize it. (6) The reactants are: [C:1]([C:3]1[S:7][C:6]([C:8]2[CH:9]=[C:10]3[C:15](=[CH:16][CH:17]=2)[N:14]=[CH:13][C:12]([C:18]([CH:20]2[CH2:22][CH2:21]2)=[O:19])=[C:11]3[NH:23][C@H:24]2[CH2:29][CH2:28][C@H:27]([NH:30]C(=O)OC(C)(C)C)[CH2:26][CH2:25]2)=[CH:5][CH:4]=1)#[N:2].C(O)(C(F)(F)F)=O. Given the product [NH2:30][C@H:27]1[CH2:28][CH2:29][C@H:24]([NH:23][C:11]2[C:10]3[C:15](=[CH:16][CH:17]=[C:8]([C:6]4[S:7][C:3]([C:1]#[N:2])=[CH:4][CH:5]=4)[CH:9]=3)[N:14]=[CH:13][C:12]=2[C:18]([CH:20]2[CH2:21][CH2:22]2)=[O:19])[CH2:25][CH2:26]1, predict the reactants needed to synthesize it. (7) Given the product [C:9]([O:8][C:6]([NH:5][C@@H:4]([C@@H:3]([O:23][C@@H:18]([CH2:19][CH2:20][CH:21]=[CH2:22])[CH3:17])[CH2:1][CH3:2])[C:13]([O:15][CH3:16])=[O:14])=[O:7])([CH3:12])([CH3:11])[CH3:10], predict the reactants needed to synthesize it. The reactants are: [CH2:1]([C@H:3]1[N:5]([C:6]([O:8][C:9]([CH3:12])([CH3:11])[CH3:10])=[O:7])[C@@H:4]1[C:13]([O:15][CH3:16])=[O:14])[CH3:2].[CH3:17][C@@H:18]([OH:23])[CH2:19][CH2:20][CH:21]=[CH2:22].B(F)(F)F.O(CC)CC. (8) The reactants are: [CH3:1][C:2]1[CH:3]=[C:4]([NH2:9])[CH:5]=[CH:6][C:7]=1[CH3:8].[Cl:10][C:11]1[CH:16]=[CH:15][C:14]([CH2:17][C:18](O)=O)=[CH:13][CH:12]=1. Given the product [Cl:10][C:11]1[CH:16]=[CH:15][C:14]([CH2:17][CH2:18][NH:9][C:4]2[CH:5]=[CH:6][C:7]([CH3:8])=[C:2]([CH3:1])[CH:3]=2)=[CH:13][CH:12]=1, predict the reactants needed to synthesize it. (9) The reactants are: [F:1][CH:2]([F:5])[CH2:3]Cl.C(=O)([O-])[O-].[K+].[K+].[C:12]1(=[O:22])[NH:16][C:15](=[O:17])[C:14]2=[CH:18][CH:19]=[CH:20][CH:21]=[C:13]12.[K]. Given the product [F:1][CH:2]([F:5])[CH2:3][N:16]1[C:12](=[O:22])[C:13]2[C:14](=[CH:18][CH:19]=[CH:20][CH:21]=2)[C:15]1=[O:17], predict the reactants needed to synthesize it. (10) Given the product [CH3:31][O:32][C:33]([C:35]1[N:36]([CH3:50])[CH:37]=[C:38]([NH:40][C:41]([C:43]2[N:44]([CH3:49])[CH:45]=[C:46]([NH:48][C:28]([C:15]3[N:14]([CH3:13])[CH:18]=[C:17]([NH:19][C:20]([C:22]4[N:23]([CH3:27])[CH:24]=[CH:25][N:26]=4)=[O:21])[N:16]=3)=[O:29])[N:47]=2)=[O:42])[CH:39]=1)=[O:34], predict the reactants needed to synthesize it. The reactants are: O([Si](C)(C)C)S(C(F)(F)F)(=O)=O.[CH3:13][N:14]1[CH:18]=[C:17]([NH:19][C:20]([C:22]2[N:23]([CH3:27])[CH:24]=[CH:25][N:26]=2)=[O:21])[N:16]=[C:15]1[C:28](O)=[O:29].[CH3:31][O:32][C:33]([C:35]1[N:36]([CH3:50])[CH:37]=[C:38]([NH:40][C:41]([C:43]2[N:44]([CH3:49])[CH:45]=[C:46]([NH2:48])[N:47]=2)=[O:42])[CH:39]=1)=[O:34].C([O-])([O-])=O.[Na+].[Na+].